Dataset: Forward reaction prediction with 1.9M reactions from USPTO patents (1976-2016). Task: Predict the product of the given reaction. The product is: [Cl:1][C:2]1[CH:3]=[C:4]2[C:8](=[CH:9][CH:10]=1)[N:7]([C:11]1[N:15]([CH3:16])[N:14]=[C:13]([CH3:17])[C:12]=1[C@@H:18]1[CH2:20][C@H:19]1[C:21]([NH:32][S:29]([CH2:24][CH2:25][CH2:26][CH2:27][CH3:28])(=[O:31])=[O:30])=[O:23])[CH:6]=[CH:5]2. Given the reactants [Cl:1][C:2]1[CH:3]=[C:4]2[C:8](=[CH:9][CH:10]=1)[N:7]([C:11]1[N:15]([CH3:16])[N:14]=[C:13]([CH3:17])[C:12]=1[C@@H:18]1[CH2:20][C@H:19]1[C:21]([OH:23])=O)[CH:6]=[CH:5]2.[CH2:24]([S:29]([NH2:32])(=[O:31])=[O:30])[CH2:25][CH2:26][CH2:27][CH3:28].Cl.C(N=C=NCCCN(C)C)C.Cl, predict the reaction product.